From a dataset of Forward reaction prediction with 1.9M reactions from USPTO patents (1976-2016). Predict the product of the given reaction. (1) Given the reactants [Br:1][C:2](=[CH2:6])[CH2:3][CH2:4][OH:5].O.C1(C)C=CC(S(O)(=O)=O)=CC=1.[CH:19]([O:21][CH2:22][CH3:23])=[CH2:20], predict the reaction product. The product is: [Br:1][C:2]([CH2:3][CH2:4][O:5][CH:19]([O:21][CH2:22][CH3:23])[CH3:20])=[CH2:6]. (2) Given the reactants COC1N=C(C)C=CC=1C([O-])=O.CN(C=O)C.[C:18]([O:22][C:23]([N:25]([CH3:48])[C:26]([C:28]1[C:29]([C:41]2[CH:46]=[CH:45][C:44]([F:47])=[CH:43][CH:42]=2)=[N:30][N:31]2[CH:36]=[CH:35][C:34](B(O)O)=[C:33]([F:40])[C:32]=12)=[O:27])=[O:24])([CH3:21])([CH3:20])[CH3:19].Br[C:50]1[C:51]([CH3:62])=[N:52][C:53]([O:60][CH3:61])=[C:54]([CH:59]=1)[C:55]([O:57][CH3:58])=[O:56], predict the reaction product. The product is: [C:18]([O:22][C:23]([N:25]([CH3:48])[C:26]([C:28]1[C:29]([C:41]2[CH:46]=[CH:45][C:44]([F:47])=[CH:43][CH:42]=2)=[N:30][N:31]2[CH:36]=[CH:35][C:34]([C:50]3[C:51]([CH3:62])=[N:52][C:53]([O:60][CH3:61])=[C:54]([CH:59]=3)[C:55]([O:57][CH3:58])=[O:56])=[C:33]([F:40])[C:32]=12)=[O:27])=[O:24])([CH3:21])([CH3:20])[CH3:19].